Dataset: Experimental lipophilicity measurements (octanol/water distribution) for 4,200 compounds from AstraZeneca. Task: Regression/Classification. Given a drug SMILES string, predict its absorption, distribution, metabolism, or excretion properties. Task type varies by dataset: regression for continuous measurements (e.g., permeability, clearance, half-life) or binary classification for categorical outcomes (e.g., BBB penetration, CYP inhibition). For this dataset (lipophilicity_astrazeneca), we predict Y. The drug is Nc1cc(-c2ccccc2)nc2ccccc12. The Y is 2.20 logD.